From a dataset of Reaction yield outcomes from USPTO patents with 853,638 reactions. Predict the reaction yield, written as a fraction of the theoretical maximum amount of product (1.0 means a 100% yield; for example, 0.34 means a 34% yield). (1) The catalyst is ClCCl.CCCCCC.C(OCC)(=O)C.O. The yield is 0.970. The reactants are C1(P(=O)(C2C=CC=CC=2)C2C=CC=CC=2)C=CC=CC=1.FC(F)(F)C(OC(=O)C(F)(F)F)=O.C([S:41][CH:42]([CH:64]([O:67][CH3:68])[O:65][CH3:66])[CH2:43][NH:44][C:45]([C:47]1[NH:48][C:49]2[C:54]([CH:55]=1)=[CH:53][C:52]([O:56][CH2:57][CH2:58][O:59][CH3:60])=[CH:51][C:50]=2[N+:61]([O-:63])=[O:62])=O)C1C=CC=CC=1.C1(SC)C=CC=CC=1. The product is [CH3:66][O:65][CH:64]([O:67][CH3:68])[CH:42]1[S:41][C:45]([C:47]2[NH:48][C:49]3[C:54]([CH:55]=2)=[CH:53][C:52]([O:56][CH2:57][CH2:58][O:59][CH3:60])=[CH:51][C:50]=3[N+:61]([O-:63])=[O:62])=[N:44][CH2:43]1. (2) The reactants are [C:1]([C:3]1[C:11]2[C:6](=[CH:7][C:8]([O:12][CH2:13][CH3:14])=[CH:9][CH:10]=2)[N:5]([CH2:15][CH3:16])[C:4]=1[C:17]1[CH:22]=[CH:21][C:20]([NH:23][C:24](=[O:32])[NH:25][CH2:26][C:27](OCC)=[O:28])=[CH:19][CH:18]=1)#[N:2].Cl.CC(C)=[O:36]. No catalyst specified. The product is [CH2:13]([O:12][C:8]1[CH:7]=[C:6]2[C:11]([C:3]([C:1]([NH2:2])=[O:36])=[C:4]([C:17]3[CH:22]=[CH:21][C:20]([N:23]4[C:27](=[O:28])[CH2:26][NH:25][C:24]4=[O:32])=[CH:19][CH:18]=3)[N:5]2[CH2:15][CH3:16])=[CH:10][CH:9]=1)[CH3:14]. The yield is 0.870. (3) The reactants are Br[C:2]1[CH:7]=[CH:6][CH:5]=[CH:4][C:3]=1[CH:8]([CH3:10])[CH3:9].[C:11]([Cu])#[N:12]. The catalyst is CN(C=O)C. The product is [CH:8]([C:3]1[CH:4]=[CH:5][CH:6]=[CH:7][C:2]=1[C:11]#[N:12])([CH3:10])[CH3:9]. The yield is 0.820. (4) The reactants are [NH:1]1[C:5]2=[N:6][CH:7]=[CH:8][CH:9]=[C:4]2[C:3]([C:10]([C:12]2[CH:13]=[C:14]([CH:17]=[CH:18][CH:19]=2)[CH:15]=O)=[O:11])=[CH:2]1.[C:20]([CH2:22][C:23]([NH2:25])=[O:24])#[N:21].N1CCCCC1. The catalyst is C1COCC1. The product is [NH:1]1[C:5]2=[N:6][CH:7]=[CH:8][CH:9]=[C:4]2[C:3]([C:10]([C:12]2[CH:13]=[C:14]([CH:15]=[C:22]([C:20]#[N:21])[C:23]([NH2:25])=[O:24])[CH:17]=[CH:18][CH:19]=2)=[O:11])=[CH:2]1. The yield is 0.0600. (5) The reactants are C([O:8][C:9](=[O:38])[CH2:10][C@@H:11]([N:24]1[CH:28]=[CH:27][C:26]([C:29]2[CH:34]=[CH:33][C:32]([CH2:35][CH2:36][CH3:37])=[CH:31][CH:30]=2)=[CH:25]1)[C:12]([NH:14][C@H:15]([C:20](=[O:23])[NH:21][CH3:22])[C:16]([CH3:19])([CH3:18])[CH3:17])=[O:13])C1C=CC=CC=1. The catalyst is CO.CCOC(C)=O. The product is [CH3:18][C:16]([CH3:17])([CH3:19])[C@H:15]([NH:14][C:12](=[O:13])[C@H:11]([N:24]1[CH:28]=[CH:27][C:26]([C:29]2[CH:34]=[CH:33][C:32]([CH2:35][CH2:36][CH3:37])=[CH:31][CH:30]=2)=[CH:25]1)[CH2:10][C:9]([OH:38])=[O:8])[C:20](=[O:23])[NH:21][CH3:22]. The yield is 0.910. (6) The reactants are [Cl:1][C:2]1[C:3]([O:12][CH3:13])=[CH:4][C:5]([CH:9]([CH3:11])[CH3:10])=[C:6]([OH:8])[CH:7]=1.C([O-])([O-])=O.[K+].[K+].I[CH2:21][C:22]#[N:23]. The catalyst is CN(C=O)C. The product is [Cl:1][C:2]1[C:3]([O:12][CH3:13])=[CH:4][C:5]([CH:9]([CH3:11])[CH3:10])=[C:6]([CH:7]=1)[O:8][CH2:21][C:22]#[N:23]. The yield is 0.970. (7) The reactants are [O:1]1[CH:11]2[CH:2]1[CH2:3][C:4]1([CH2:9][CH2:10]2)[O:8][CH2:7][CH2:6][O:5]1.[CH3:12][C:13]1[CH:20]=[C:19]([CH3:21])[CH:18]=[C:17]([CH3:22])[C:14]=1[CH2:15][SH:16]. No catalyst specified. The product is [CH3:12][C:13]1[CH:20]=[C:19]([CH3:21])[CH:18]=[C:17]([CH3:22])[C:14]=1[CH2:15][S:16][C@@H:11]1[CH2:10][CH2:9][C:4]2([O:8][CH2:7][CH2:6][O:5]2)[CH2:3][C@H:2]1[OH:1]. The yield is 0.850. (8) The reactants are Br[C:2]1[CH:3]=[CH:4][C:5]([O:8][CH2:9][C:10]2[C:11]([C:16]3[CH:21]=[CH:20][CH:19]=[CH:18][CH:17]=3)=[N:12][O:13][C:14]=2[CH3:15])=[N:6][CH:7]=1.C([Li])CCC.[O:27]1[CH2:30][C:29](=[O:31])[CH2:28]1.CO. The catalyst is C1COCC1. The product is [CH3:15][C:14]1[O:13][N:12]=[C:11]([C:16]2[CH:21]=[CH:20][CH:19]=[CH:18][CH:17]=2)[C:10]=1[CH2:9][O:8][C:5]1[N:6]=[CH:7][C:2]([C:29]2([OH:31])[CH2:30][O:27][CH2:28]2)=[CH:3][CH:4]=1. The yield is 0.660.